Dataset: Full USPTO retrosynthesis dataset with 1.9M reactions from patents (1976-2016). Task: Predict the reactants needed to synthesize the given product. (1) Given the product [Br:1][C:2]1[CH:3]=[C:4]2[C:8](=[CH:9][C:10]=1[NH2:11])[NH:7][CH:6]=[CH:5]2, predict the reactants needed to synthesize it. The reactants are: [Br:1][C:2]1[CH:3]=[C:4]2[C:8](=[CH:9][C:10]=1[N+:11]([O-])=O)[NH:7][CH:6]=[CH:5]2. (2) Given the product [C:30]([O:29][C:27]([N:25]([CH3:26])[C@@H:23]([CH3:24])[C:22]([NH:21][C@H:19]1[CH2:20][N:14]([C:12]([C:9]2[CH:10]=[CH:11][C:6]([C:5]([OH:52])=[O:4])=[CH:7][CH:8]=2)=[O:13])[C:15]2[CH:51]=[CH:50][CH:49]=[CH:48][C:16]=2[N:17]([CH2:36][C:37]2[C:46]3[C:41](=[CH:42][CH:43]=[CH:44][CH:45]=3)[CH:40]=[CH:39][C:38]=2[CH3:47])[C:18]1=[O:35])=[O:34])=[O:28])([CH3:33])([CH3:32])[CH3:31], predict the reactants needed to synthesize it. The reactants are: [Li+].[OH-].C[O:4][C:5](=[O:52])[C:6]1[CH:11]=[CH:10][C:9]([C:12]([N:14]2[CH2:20][C@H:19]([NH:21][C:22](=[O:34])[C@@H:23]([N:25]([C:27]([O:29][C:30]([CH3:33])([CH3:32])[CH3:31])=[O:28])[CH3:26])[CH3:24])[C:18](=[O:35])[N:17]([CH2:36][C:37]3[C:46]4[C:41](=[CH:42][CH:43]=[CH:44][CH:45]=4)[CH:40]=[CH:39][C:38]=3[CH3:47])[C:16]3[CH:48]=[CH:49][CH:50]=[CH:51][C:15]2=3)=[O:13])=[CH:8][CH:7]=1. (3) Given the product [NH2:20][C:17]1[CH:16]=[CH:15][C:14]([C:11]2[NH:10][C:9]3[C:8]([OH:23])=[CH:7][CH:6]=[C:5]([C:3]([OH:4])=[O:2])[C:13]=3[N:12]=2)=[CH:19][CH:18]=1, predict the reactants needed to synthesize it. The reactants are: C[O:2][C:3]([C:5]1[C:13]2[N:12]=[C:11]([C:14]3[CH:19]=[CH:18][C:17]([N+:20]([O-])=O)=[CH:16][CH:15]=3)[NH:10][C:9]=2[C:8]([O:23]C)=[CH:7][CH:6]=1)=[O:4].[H][H]. (4) Given the product [O:14]1[C:10]2([CH2:15][CH2:16][CH:7]([CH:4]([N:2]([CH3:3])[CH3:1])[C:5]3[CH:22]=[CH:23][C:18]([F:17])=[CH:19][CH:20]=3)[CH2:8][CH2:9]2)[O:11][CH2:12][CH2:13]1, predict the reactants needed to synthesize it. The reactants are: [CH3:1][N:2]([CH:4]([CH:7]1[CH2:16][CH2:15][C:10]2([O:14][CH2:13][CH2:12][O:11]2)[CH2:9][CH2:8]1)[C:5]#N)[CH3:3].[F:17][C:18]1[CH:23]=[CH:22]C([Mg]Br)=[CH:20][CH:19]=1.[Cl-].[NH4+].O. (5) Given the product [CH2:1]([O:4][C:5](=[O:9])[CH:6]([C:7]#[N:8])[C:12](=[S:13])[NH:11][CH3:10])[CH3:2], predict the reactants needed to synthesize it. The reactants are: [CH2:1]([O:4][C:5](=[O:9])[CH2:6][C:7]#[N:8])[CH2:2]C.[CH3:10][N:11]=[C:12]=[S:13]. (6) Given the product [N:38]1[C:53]2[C:52](=[CH:51][CH:59]=[CH:55][CH:54]=2)[CH:36]=[C:35]([C:2]2[CH:10]=[CH:9][CH:8]=[C:7]3[C:3]=2[C:4]2([C:25]4=[CH:26][C:27]5[O:31][CH2:30][O:29][C:28]=5[CH:32]=[C:24]4[O:23][CH2:22]2)[C:5](=[O:21])[N:6]3[CH2:11][C:12]2[O:13][C:14]([C:17]([F:19])([F:20])[F:18])=[CH:15][CH:16]=2)[CH:39]=1, predict the reactants needed to synthesize it. The reactants are: Br[C:2]1[CH:10]=[CH:9][CH:8]=[C:7]2[C:3]=1[C:4]1([C:25]3=[CH:26][C:27]4[O:31][CH2:30][O:29][C:28]=4[CH:32]=[C:24]3[O:23][CH2:22]1)[C:5](=[O:21])[N:6]2[CH2:11][C:12]1[O:13][C:14]([C:17]([F:20])([F:19])[F:18])=[CH:15][CH:16]=1.BrC1C=CC=[C:39]2[C:35]=1[C:36]1([C:52]3=[CH:53][C:54]4OCO[C:55]=4[CH:59]=[C:51]3OC1)C(=O)[N:38]2CCCCC.N1C2C(=CC=CC=2)C=C(B(O)O)C=1.CN(C)C1N=CC(B(O)O)=CC=1. (7) The reactants are: [CH:1]([C:4]1[CH:9]=[CH:8][C:7]([C:10]2[C:19]3[C:14](=[CH:15][CH:16]=[C:17]([O:20][CH2:21][C:22]#[CH:23])[CH:18]=3)[N:13]([CH2:24][C:25]3[CH:30]=[CH:29][CH:28]=[C:27]([O:31][CH2:32][CH2:33][O:34]C4CCCCO4)[CH:26]=3)[C:12](=[O:41])[N:11]=2)=[CH:6][CH:5]=1)([CH3:3])[CH3:2]. Given the product [OH:34][CH2:33][CH2:32][O:31][C:27]1[CH:26]=[C:25]([CH:30]=[CH:29][CH:28]=1)[CH2:24][N:13]1[C:14]2[C:19](=[CH:18][C:17]([O:20][CH2:21][C:22]#[CH:23])=[CH:16][CH:15]=2)[C:10]([C:7]2[CH:6]=[CH:5][C:4]([CH:1]([CH3:2])[CH3:3])=[CH:9][CH:8]=2)=[N:11][C:12]1=[O:41], predict the reactants needed to synthesize it. (8) Given the product [OH:4][CH:3]([C:5]1[CH:10]=[CH:9][CH:8]=[CH:7][CH:6]=1)[CH2:2][NH:1][C:18](=[O:19])[O:20][C:21]([CH3:24])([CH3:23])[CH3:22], predict the reactants needed to synthesize it. The reactants are: [NH2:1][CH2:2][CH:3]([C:5]1[CH:10]=[CH:9][CH:8]=[CH:7][CH:6]=1)[OH:4].C(N(CC)CC)C.[C:18](O[C:18]([O:20][C:21]([CH3:24])([CH3:23])[CH3:22])=[O:19])([O:20][C:21]([CH3:24])([CH3:23])[CH3:22])=[O:19].[Cl-].[NH4+].